From a dataset of Forward reaction prediction with 1.9M reactions from USPTO patents (1976-2016). Predict the product of the given reaction. (1) Given the reactants [OH:1][C:2]1[CH:10]=[CH:9][C:5]2[N:6]=[CH:7][S:8][C:4]=2[C:3]=1[I:11].Cl[C:13]1[C:22]2[C:17](=[CH:18][C:19]([O:25][CH3:26])=[C:20]([O:23][CH3:24])[CH:21]=2)[N:16]=[CH:15][CH:14]=1, predict the reaction product. The product is: [I:11][C:3]1[C:4]2[S:8][CH:7]=[N:6][C:5]=2[CH:9]=[CH:10][C:2]=1[O:1][C:13]1[C:22]2[C:17](=[CH:18][C:19]([O:25][CH3:26])=[C:20]([O:23][CH3:24])[CH:21]=2)[N:16]=[CH:15][CH:14]=1. (2) Given the reactants C([O:3][C:4](=O)/[CH:5]=[CH:6]/[C:7](=[C:13](/[NH2:15])\[CH3:14])/[C:8]([O:10][CH2:11][CH3:12])=[O:9])C, predict the reaction product. The product is: [CH2:11]([O:10][C:8]([C:7]1[CH:6]=[CH:5][C:4](=[O:3])[NH:15][C:13]=1[CH3:14])=[O:9])[CH3:12]. (3) Given the reactants [C:1]([C:5]1[CH:6]=C(CC#N)C=[C:9]([C:11]([CH3:14])([CH3:13])[CH3:12])[CH:10]=1)([CH3:4])([CH3:3])[CH3:2].[OH-:18].[K+].Cl.[CH2:21]1[CH2:25][O:24][CH2:23][CH2:22]1, predict the reaction product. The product is: [C:1]([C:5]1[CH:6]=[C:21]([CH2:22][C:23]([OH:18])=[O:24])[CH:25]=[C:9]([C:11]([CH3:14])([CH3:13])[CH3:12])[CH:10]=1)([CH3:4])([CH3:3])[CH3:2]. (4) Given the reactants Cl.Cl.[CH3:3][NH:4][CH2:5][CH2:6][NH:7][C:8]1[CH:13]=[CH:12][N:11]=[C:10]([NH2:14])[N:9]=1.Cl[C:16]1[C:17]2[CH2:27][CH2:26][CH2:25][C:24]3[CH:28]=[CH:29][CH:30]=[CH:31][C:23]=3[C:18]=2[N:19]=[C:20]([NH2:22])[N:21]=1, predict the reaction product. The product is: [NH2:14][C:10]1[N:9]=[C:8]([NH:7][CH2:6][CH2:5][N:4]([CH3:3])[C:16]2[C:17]3[CH2:27][CH2:26][CH2:25][C:24]4[CH:28]=[CH:29][CH:30]=[CH:31][C:23]=4[C:18]=3[N:19]=[C:20]([NH2:22])[N:21]=2)[CH:13]=[CH:12][N:11]=1.